From a dataset of Forward reaction prediction with 1.9M reactions from USPTO patents (1976-2016). Predict the product of the given reaction. (1) Given the reactants C[O:2][C:3](=[O:42])[CH2:4][CH2:5][NH:6][C:7](=[O:41])[C:8]1[CH:13]=[CH:12][C:11]([CH:14]([O:21][C:22]2[CH:27]=[C:26]([CH3:28])[C:25]([C:29]3[CH:34]=[CH:33][C:32]([O:35][C:36]([F:39])([F:38])[F:37])=[CH:31][CH:30]=3)=[C:24]([CH3:40])[CH:23]=2)[CH2:15][CH2:16][CH2:17][CH2:18][CH2:19][CH3:20])=[CH:10][CH:9]=1.[OH-].[Na+], predict the reaction product. The product is: [CH3:40][C:24]1[CH:23]=[C:22]([O:21][CH:14]([C:11]2[CH:10]=[CH:9][C:8]([C:7]([NH:6][CH2:5][CH2:4][C:3]([OH:42])=[O:2])=[O:41])=[CH:13][CH:12]=2)[CH2:15][CH2:16][CH2:17][CH2:18][CH2:19][CH3:20])[CH:27]=[C:26]([CH3:28])[C:25]=1[C:29]1[CH:30]=[CH:31][C:32]([O:35][C:36]([F:37])([F:39])[F:38])=[CH:33][CH:34]=1. (2) Given the reactants C(OC(C1C=NNC=1)=O)C.[C:11]1([CH:17]([C:43]2[CH:48]=[CH:47][CH:46]=[CH:45][CH:44]=2)[CH2:18][NH:19][C:20]2[N:28]=[C:27]([NH:29][NH2:30])[N:26]=[C:25]3[C:21]=2[N:22]=[CH:23][N:24]3[C@@H:31]2[CH2:35][C@H:34]([NH:36][C:37](=[O:40])[CH2:38][OH:39])[C@@H:33]([OH:41])[C@H:32]2[OH:42])[CH:16]=[CH:15][CH:14]=[CH:13][CH:12]=1.[N+:49]([CH:52]([CH:55]=O)[CH:53]=O)([O-:51])=[O:50].[Na], predict the reaction product. The product is: [C:43]1([CH:17]([C:11]2[CH:12]=[CH:13][CH:14]=[CH:15][CH:16]=2)[CH2:18][NH:19][C:20]2[N:28]=[C:27]([N:29]3[CH:55]=[C:52]([N+:49]([O-:51])=[O:50])[CH:53]=[N:30]3)[N:26]=[C:25]3[C:21]=2[N:22]=[CH:23][N:24]3[C@@H:31]2[CH2:35][C@H:34]([NH:36][C:37](=[O:40])[CH2:38][OH:39])[C@@H:33]([OH:41])[C@H:32]2[OH:42])[CH:44]=[CH:45][CH:46]=[CH:47][CH:48]=1.